This data is from Forward reaction prediction with 1.9M reactions from USPTO patents (1976-2016). The task is: Predict the product of the given reaction. (1) Given the reactants [F:1][C:2]1[C:9]([O:10][CH3:11])=[CH:8][CH:7]=[CH:6][C:3]=1[CH2:4]Cl.[C-:12]#[N:13].[Na+].O, predict the reaction product. The product is: [F:1][C:2]1[C:9]([O:10][CH3:11])=[CH:8][CH:7]=[CH:6][C:3]=1[CH2:4][C:12]#[N:13]. (2) Given the reactants C(N(CC)CC)C.[C:8]([Si:10]([CH3:13])([CH3:12])[CH3:11])#[CH:9].Br[C:15]1[CH:21]=[C:20]([F:22])[CH:19]=[CH:18][C:16]=1[NH2:17], predict the reaction product. The product is: [F:22][C:20]1[CH:21]=[CH:15][C:16]([NH2:17])=[C:18]([C:9]#[C:8][Si:10]([CH3:13])([CH3:12])[CH3:11])[CH:19]=1. (3) Given the reactants [Br:1][C:2]1[CH:21]=[CH:20][C:5]([CH2:6][C@@H:7]([CH2:10][CH2:11][O:12][Si:13]([C:16]([CH3:19])([CH3:18])[CH3:17])([CH3:15])[CH3:14])[CH2:8][OH:9])=[CH:4][CH:3]=1.CCN(CC)CC, predict the reaction product. The product is: [Br:1][C:2]1[CH:3]=[CH:4][C:5]([CH2:6][C@@H:7]([CH2:10][CH2:11][O:12][Si:13]([C:16]([CH3:17])([CH3:19])[CH3:18])([CH3:15])[CH3:14])[CH:8]=[O:9])=[CH:20][CH:21]=1. (4) Given the reactants Cl[C:2]1[N:7]=[C:6]([C:8]2[C:9]([C:18]3[CH:23]=[CH:22][C:21]([F:24])=[CH:20][CH:19]=3)=[N:10][N:11]3[C:16]=2[CH2:15][CH2:14][CH2:13][N:12]3[CH3:17])[CH:5]=[CH:4][N:3]=1.[CH:25]1([NH2:28])[CH2:27][CH2:26]1, predict the reaction product. The product is: [CH:25]1([NH:28][C:2]2[N:7]=[C:6]([C:8]3[C:9]([C:18]4[CH:19]=[CH:20][C:21]([F:24])=[CH:22][CH:23]=4)=[N:10][N:11]4[C:16]=3[CH2:15][CH2:14][CH2:13][N:12]4[CH3:17])[CH:5]=[CH:4][N:3]=2)[CH2:27][CH2:26]1.